Task: Predict the product of the given reaction.. Dataset: Forward reaction prediction with 1.9M reactions from USPTO patents (1976-2016) (1) Given the reactants C(O[C:4]([C:6]1[CH:11]=[C:10]([Cl:12])[CH:9]=[C:8]([CH3:13])[N:7]=1)=[O:5])C.[NH2:14][C:15]1[CH:20]=[CH:19][CH:18]=[C:17]([Cl:21])[N:16]=1, predict the reaction product. The product is: [Cl:21][C:17]1[N:16]=[C:15]([NH:14][C:4]([C:6]2[CH:11]=[C:10]([Cl:12])[CH:9]=[C:8]([CH3:13])[N:7]=2)=[O:5])[CH:20]=[CH:19][CH:18]=1. (2) Given the reactants Br[C:2]1[CH:3]=[CH:4][C:5]([CH2:8][O:9][Si:10]([C:13]([CH3:16])([CH3:15])[CH3:14])([CH3:12])[CH3:11])=[N:6][CH:7]=1.[B:17]([O:26][CH:27]([CH3:29])[CH3:28])([O:22][CH:23]([CH3:25])[CH3:24])OC(C)C.[Li]CCCC.OC(C(O)(C)C)(C)C, predict the reaction product. The product is: [Si:10]([O:9][CH2:8][C:5]1[CH:4]=[CH:3][C:2]([B:17]2[O:22][C:23]([CH3:24])([CH3:25])[C:27]([CH3:28])([CH3:29])[O:26]2)=[CH:7][N:6]=1)([C:13]([CH3:16])([CH3:15])[CH3:14])([CH3:12])[CH3:11]. (3) Given the reactants COC[O:4][C:5]1[CH:10]=[CH:9][C:8]([C:11]2[CH:16]=[CH:15][N:14]=[CH:13][CH:12]=2)=[CH:7][CH:6]=1.C([O-])(O)=O.[Na+], predict the reaction product. The product is: [N:14]1[CH:15]=[CH:16][C:11]([C:8]2[CH:9]=[CH:10][C:5]([OH:4])=[CH:6][CH:7]=2)=[CH:12][CH:13]=1. (4) Given the reactants [C:1]([C:4]1[CH:11]=[CH:10][C:7]([C:8]#[N:9])=[CH:6][CH:5]=1)(=[O:3])[CH3:2].CC[O-].[Na+].[C:16](OCC)(=[O:22])[C:17]([O:19][CH2:20][CH3:21])=[O:18], predict the reaction product. The product is: [C:8]([C:7]1[CH:10]=[CH:11][C:4]([C:1](=[O:3])[CH2:2][C:16](=[O:22])[C:17]([O:19][CH2:20][CH3:21])=[O:18])=[CH:5][CH:6]=1)#[N:9]. (5) Given the reactants [Cl:1][C:2]1[N:7]=[C:6]([O:8][C:9]2[CH:10]=[C:11]3[C:15](=[CH:16][CH:17]=2)[NH:14][CH:13]=[CH:12]3)[CH:5]=[CH:4][N:3]=1.[H-].[Na+].[CH3:20]N(C=O)C, predict the reaction product. The product is: [Cl:1][C:2]1[N:7]=[C:6]([O:8][C:9]2[CH:10]=[C:11]3[C:15](=[CH:16][CH:17]=2)[N:14]([CH3:20])[CH:13]=[CH:12]3)[CH:5]=[CH:4][N:3]=1. (6) Given the reactants [CH3:1][C:2]1[CH:6]=[C:5]([NH:7][C:8](=[O:15])OCC(Cl)(Cl)Cl)[O:4][N:3]=1.[F:16][C:17]1[CH:22]=[C:21]([F:23])[CH:20]=[CH:19][C:18]=1[C:24]1[N:29]=[C:28]([N:30]2[CH2:35][CH2:34][NH:33][CH2:32][CH2:31]2)[CH:27]=[CH:26][CH:25]=1, predict the reaction product. The product is: [F:16][C:17]1[CH:22]=[C:21]([F:23])[CH:20]=[CH:19][C:18]=1[C:24]1[N:29]=[C:28]([N:30]2[CH2:31][CH2:32][N:33]([C:8]([NH:7][C:5]3[O:4][N:3]=[C:2]([CH3:1])[CH:6]=3)=[O:15])[CH2:34][CH2:35]2)[CH:27]=[CH:26][CH:25]=1.